Task: Predict which catalyst facilitates the given reaction.. Dataset: Catalyst prediction with 721,799 reactions and 888 catalyst types from USPTO (1) Reactant: [Cl:1][C:2]1[CH:3]=[C:4]([NH:8][C:9]([N:11]2[CH2:16][CH2:15][C:14]3[NH:17][N:18]=[C:19]([CH:20]=[CH2:21])[C:13]=3[CH2:12]2)=[O:10])[CH:5]=[CH:6][CH:7]=1.[Zn](CC)[CH2:23]C.ClCI. Product: [Cl:1][C:2]1[CH:3]=[C:4]([NH:8][C:9]([N:11]2[CH2:16][CH2:15][C:14]3[NH:17][N:18]=[C:19]([CH:20]4[CH2:23][CH2:21]4)[C:13]=3[CH2:12]2)=[O:10])[CH:5]=[CH:6][CH:7]=1. The catalyst class is: 2. (2) Reactant: [C-:1]#[N:2].[K+].CS(O[CH2:9][CH2:10][CH:11]([C:24]1[S:28][C:27]([Br:29])=[N:26][CH:25]=1)[C:12]1[C:20]2[C:15](=[C:16]([CH2:21][S:22][CH3:23])[CH:17]=[CH:18][CH:19]=2)[NH:14][CH:13]=1)(=O)=O.O. Product: [Br:29][C:27]1[S:28][C:24]([CH:11]([C:12]2[C:20]3[C:15](=[C:16]([CH2:21][S:22][CH3:23])[CH:17]=[CH:18][CH:19]=3)[NH:14][CH:13]=2)[CH2:10][CH2:9][C:1]#[N:2])=[CH:25][N:26]=1. The catalyst class is: 3. (3) Reactant: [C:1]1([O:7][NH2:8])[CH:6]=[CH:5][CH:4]=[CH:3][CH:2]=1.[CH3:9][C:10]1[N:14]([CH2:15][C:16]([N:18]2[CH2:23][CH2:22][CH:21]([C:24]3[S:25][CH:26]=[C:27]([CH:29]=O)[N:28]=3)[CH2:20][CH2:19]2)=[O:17])[N:13]=[C:12]([C:31]([F:34])([F:33])[F:32])[CH:11]=1. Product: [C:1]1([O:7][N:8]=[CH:29][C:27]2[N:28]=[C:24]([CH:21]3[CH2:20][CH2:19][N:18]([C:16](=[O:17])[CH2:15][N:14]4[C:10]([CH3:9])=[CH:11][C:12]([C:31]([F:32])([F:34])[F:33])=[N:13]4)[CH2:23][CH2:22]3)[S:25][CH:26]=2)[CH:6]=[CH:5][CH:4]=[CH:3][CH:2]=1. The catalyst class is: 8. (4) Reactant: [NH2:1][C:2]1[CH:7]=[CH:6][C:5]([C:8]2[CH:13]=[CH:12][N:11]=[C:10]([NH:14][C:15]3[CH:20]=[CH:19][C:18]([N:21]4[CH2:26][CH2:25][O:24][CH2:23][CH2:22]4)=[CH:17][CH:16]=3)[N:9]=2)=[CH:4][CH:3]=1.[Cl:27][CH2:28][C:29](Cl)=[O:30]. Product: [Cl:27][CH2:28][C:29]([NH:1][C:2]1[CH:7]=[CH:6][C:5]([C:8]2[CH:13]=[CH:12][N:11]=[C:10]([NH:14][C:15]3[CH:16]=[CH:17][C:18]([N:21]4[CH2:22][CH2:23][O:24][CH2:25][CH2:26]4)=[CH:19][CH:20]=3)[N:9]=2)=[CH:4][CH:3]=1)=[O:30]. The catalyst class is: 1. (5) Reactant: [Br:1][C:2]1[CH:3]=[CH:4][C:5]([OH:11])=[C:6]([C:8](=[O:10])[CH3:9])[CH:7]=1.C([O-])([O-])=O.[K+].[K+].[CH2:18]([O:20][C:21](=[O:24])[CH2:22]Br)[CH3:19]. Product: [CH2:18]([O:20][C:21](=[O:24])[CH2:22][O:11][C:5]1[CH:4]=[CH:3][C:2]([Br:1])=[CH:7][C:6]=1[C:8](=[O:10])[CH3:9])[CH3:19]. The catalyst class is: 3. (6) Reactant: [Si:1]([O:18][CH2:19][CH2:20][CH2:21]O)([C:14]([CH3:17])([CH3:16])[CH3:15])([C:8]1[CH:13]=[CH:12][CH:11]=[CH:10][CH:9]=1)[C:2]1[CH:7]=[CH:6][CH:5]=[CH:4][CH:3]=1.[I:23]I.C1C=CC(P(C2C=CC=CC=2)C2C=CC=CC=2)=CC=1.N1C=CN=C1. Product: [Si:1]([O:18][CH2:19][CH2:20][CH2:21][I:23])([C:14]([CH3:17])([CH3:16])[CH3:15])([C:8]1[CH:13]=[CH:12][CH:11]=[CH:10][CH:9]=1)[C:2]1[CH:7]=[CH:6][CH:5]=[CH:4][CH:3]=1. The catalyst class is: 2. (7) Reactant: [CH2:1]([C:4]1[CH:5]=[C:6]([OH:31])[CH:7]=[CH:8][C:9]=1[O:10][CH2:11][CH2:12][C:13]1[N:14]=[C:15]([C:19]2[CH:24]=[CH:23][C:22]([C:25]3[CH:30]=[CH:29][CH:28]=[CH:27][CH:26]=3)=[CH:21][CH:20]=2)[O:16][C:17]=1[CH3:18])[CH2:2][CH3:3].Br[C:33]([CH3:40])([CH3:39])[C:34]([O:36][CH2:37][CH3:38])=[O:35].C(=O)([O-])[O-].[Cs+].[Cs+]. Product: [CH2:37]([O:36][C:34](=[O:35])[C:33]([O:31][C:6]1[CH:7]=[CH:8][C:9]([O:10][CH2:11][CH2:12][C:13]2[N:14]=[C:15]([C:19]3[CH:20]=[CH:21][C:22]([C:25]4[CH:26]=[CH:27][CH:28]=[CH:29][CH:30]=4)=[CH:23][CH:24]=3)[O:16][C:17]=2[CH3:18])=[C:4]([CH2:1][CH2:2][CH3:3])[CH:5]=1)([CH3:40])[CH3:39])[CH3:38]. The catalyst class is: 3. (8) Product: [Cl:26][C:7]1[CH:8]=[C:3]([Cl:2])[C:4]([O:20][CH3:21])=[CH:5][C:6]=1[N:9]1[CH2:14][CH2:13][CH:12]([C:15]([O:17][CH2:18][CH3:19])=[O:16])[CH2:11][CH2:10]1. Reactant: Cl.[Cl:2][C:3]1[CH:8]=[CH:7][C:6]([N:9]2[CH2:14][CH2:13][CH:12]([C:15]([O:17][CH2:18][CH3:19])=[O:16])[CH2:11][CH2:10]2)=[CH:5][C:4]=1[O:20][CH3:21].CC(O)=O.[Cl:26]N1C(=O)CCC1=O. The catalyst class is: 809.